Dataset: Forward reaction prediction with 1.9M reactions from USPTO patents (1976-2016). Task: Predict the product of the given reaction. (1) Given the reactants [CH2:1]([N:8]1[CH2:13][CH2:12][P:11](=[O:18])(CC2CC2)[CH2:10][CH2:9]1)[C:2]1[CH:7]=[CH:6]C=CC=1.[ClH:19], predict the reaction product. The product is: [ClH:19].[CH:2]1([CH2:1][N:8]2[CH2:9][CH2:10][PH:11](=[O:18])[CH2:12][CH2:13]2)[CH2:7][CH2:6]1. (2) Given the reactants Br[C:2]1[C:3]([O:27][C:28]2[C:29]([CH3:34])=[N:30][CH:31]=[CH:32][CH:33]=2)=[CH:4][C:5]([NH:8][C:9]2[S:10][CH:11]=[C:12]([CH:14]3[CH2:19][CH2:18][N:17]([C:20]([O:22][C:23]([CH3:26])([CH3:25])[CH3:24])=[O:21])[CH2:16][CH2:15]3)[N:13]=2)=[N:6][CH:7]=1.C[Li].C([Li])CCC.[S:42]1[C:50]2[C:45](=[N:46][CH:47]=[CH:48][C:49]=2[S:51][S:51][C:49]2[CH:48]=[CH:47][N:46]=[C:45]3[CH:44]=[CH:43][S:42][C:50]=23)[CH:44]=[CH:43]1, predict the reaction product. The product is: [CH3:34][C:29]1[C:28]([O:27][C:3]2[C:2]([S:51][C:49]3[CH:48]=[CH:47][N:46]=[C:45]4[CH:44]=[CH:43][S:42][C:50]=34)=[CH:7][N:6]=[C:5]([NH:8][C:9]3[S:10][CH:11]=[C:12]([CH:14]4[CH2:19][CH2:18][N:17]([C:20]([O:22][C:23]([CH3:26])([CH3:25])[CH3:24])=[O:21])[CH2:16][CH2:15]4)[N:13]=3)[CH:4]=2)=[CH:33][CH:32]=[CH:31][N:30]=1. (3) The product is: [CH3:23][N:24]1[CH2:29][CH2:28][N:27]([C:12]([C:8]2[CH:9]=[C:10]3[C:5](=[CH:6][CH:7]=2)[N:4]2[C:15]([CH2:18][CH2:19][CH3:20])=[N:16][N:17]=[C:3]2[C:2](=[O:1])[NH:11]3)=[O:14])[CH2:26][CH:25]1[C:30]1[CH:31]=[CH:32][CH:33]=[CH:34][CH:35]=1. Given the reactants [O:1]=[C:2]1[NH:11][C:10]2[C:5](=[CH:6][CH:7]=[C:8]([C:12]([OH:14])=O)[CH:9]=2)[N:4]2[C:15]([CH2:18][CH2:19][CH3:20])=[N:16][N:17]=[C:3]12.Cl.Cl.[CH3:23][N:24]1[CH2:29][CH2:28][NH:27][CH2:26][CH:25]1[C:30]1[CH:35]=[CH:34][CH:33]=[CH:32][CH:31]=1.ON1C2C=CC=CC=2N=N1.Cl.CN(C)CCCN=C=NCC.C(=O)([O-])O.[Na+], predict the reaction product. (4) Given the reactants C([Si](C(C)C)(C(C)C)N1[CH:9]=[CH:8][C:7]([C:10]2[CH:11]=[CH:12][C:13]3[N:14]([CH:16]=[C:17]([C:19]([O:21][CH2:22][CH3:23])=[O:20])[N:18]=3)[CH:15]=2)=C1)(C)C.[O:30]1C=CC=[C:31]1B(O)O, predict the reaction product. The product is: [O:30]1[CH:31]=[CH:9][CH:8]=[C:7]1[C:10]1[CH:11]=[CH:12][C:13]2[N:14]([CH:16]=[C:17]([C:19]([O:21][CH2:22][CH3:23])=[O:20])[N:18]=2)[CH:15]=1.